From a dataset of Forward reaction prediction with 1.9M reactions from USPTO patents (1976-2016). Predict the product of the given reaction. (1) Given the reactants [CH2:1]([N:8]1[CH2:13][CH2:12][N:11]([C:14](=[O:22])[CH2:15][C:16](=O)[C:17]([F:20])([F:19])[F:18])[CH2:10][CH2:9]1)[C:2]1[CH:7]=[CH:6][CH:5]=[CH:4][CH:3]=1.[OH:23][C:24]1[CH:33]=[CH:32][CH:31]=[CH:30][C:25]=1[C:26]([NH:28][NH2:29])=[O:27].CC(O)=O, predict the reaction product. The product is: [CH2:1]([N:8]1[CH2:13][CH2:12][N:11]([C:14](=[O:22])[CH2:15][C:16](=[N:29][NH:28][C:26](=[O:27])[C:25]2[CH:30]=[CH:31][CH:32]=[CH:33][C:24]=2[OH:23])[C:17]([F:20])([F:19])[F:18])[CH2:10][CH2:9]1)[C:2]1[CH:7]=[CH:6][CH:5]=[CH:4][CH:3]=1. (2) The product is: [CH3:8][O:9][C:10]1[CH:11]=[C:12]([CH2:13][CH2:14][C:15]2[CH:19]=[C:18]([NH:20][C:21](=[O:29])[C:22]3[CH:23]=[CH:24][C:25]([I:28])=[CH:26][CH:27]=3)[NH:17][N:16]=2)[CH:37]=[C:38]([O:40][CH3:41])[CH:39]=1. Given the reactants FC(F)(F)C(O)=O.[CH3:8][O:9][C:10]1[CH:11]=[C:12]([CH:37]=[C:38]([O:40][CH3:41])[CH:39]=1)[CH2:13][CH2:14][C:15]1[CH:19]=[C:18]([NH:20][C:21](=[O:29])[C:22]2[CH:27]=[CH:26][C:25]([I:28])=[CH:24][CH:23]=2)[N:17](C(OC(C)(C)C)=O)[N:16]=1, predict the reaction product. (3) The product is: [CH:1]1([O:6][C:7]2[CH:12]=[CH:11][CH:10]=[CH:9][C:8]=2[C:13]2[C:14]3[C:15]4[CH2:26][CH2:25][NH:24][CH2:23][CH2:22][C:16]=4[NH:17][C:18]=3[CH:19]=[CH:20][CH:21]=2)[CH2:2][CH2:4][CH2:5]1. Given the reactants [CH:1]1([O:6][C:7]2[CH:12]=[CH:11][CH:10]=[CH:9][C:8]=2[C:13]2[C:14]3[C@@H:15]4[CH2:26][CH2:25][NH:24][CH2:23][CH2:22][C@@H:16]4[NH:17][C:18]=3[CH:19]=[CH:20][CH:21]=2)[CH2:5][CH2:4]C[CH2:2]1.C1(O)CCCC1, predict the reaction product.